From a dataset of Reaction yield outcomes from USPTO patents with 853,638 reactions. Predict the reaction yield, written as a fraction of the theoretical maximum amount of product (1.0 means a 100% yield; for example, 0.34 means a 34% yield). (1) The reactants are [Br:1][C:2]1[CH:3]=[C:4]([CH2:19][C:20]([O:22]C)=[O:21])[CH:5]=[CH:6][C:7]=1[NH:8][C:9]([NH:11][C:12]1[CH:17]=[CH:16][CH:15]=[CH:14][C:13]=1[CH3:18])=[O:10].[OH-].[Na+]. The catalyst is C1COCC1. The product is [Br:1][C:2]1[CH:3]=[C:4]([CH2:19][C:20]([OH:22])=[O:21])[CH:5]=[CH:6][C:7]=1[NH:8][C:9]([NH:11][C:12]1[CH:17]=[CH:16][CH:15]=[CH:14][C:13]=1[CH3:18])=[O:10]. The yield is 1.00. (2) The reactants are S(=O)(=O)(O)O.[Cl:6][C:7]1[CH:8]=[C:9]([CH:21]=[CH:22][C:23]=1[Cl:24])[CH2:10][NH:11][C:12](=[NH:20])[CH:13](OCC)OCC.ClC1C=C2C(=CC=1Cl)C(N)=NC=C2. No catalyst specified. The product is [Cl:6][C:7]1[C:23]([Cl:24])=[CH:22][CH:21]=[C:9]2[C:8]=1[CH:13]=[C:12]([NH2:20])[N:11]=[CH:10]2. The yield is 0.860. (3) The reactants are [N:1]1[C:5]2[CH:6]=[CH:7][N:8]=[CH:9][C:4]=2[NH:3][CH:2]=1.C(N(CC)C(C)C)(C)C.[CH3:19][Si:20]([CH3:27])([CH3:26])[CH2:21][CH2:22][O:23][CH2:24]Cl. The catalyst is CN(C=O)C.[Cl-].[Na+].O.C(OCC)(=O)C. The product is [CH3:19][Si:20]([CH3:27])([CH3:26])[CH2:21][CH2:22][O:23][CH2:24][N:1]1[C:5]2[CH:6]=[CH:7][N:8]=[CH:9][C:4]=2[N:3]=[CH:2]1. The yield is 0.930. (4) The reactants are [CH3:1][N:2]1[C:6]([N:7]2[CH:11]=[CH:10][CH:9]=[N:8]2)=[C:5]([C:12]([OH:14])=O)[CH:4]=[N:3]1.CCN(C(C)C)C(C)C.[B-](F)(F)(F)F.CN(C(ON1C(=O)CCC1=O)=[N+](C)C)C.Cl.[NH2:45][CH:46]1[CH:53]2[CH2:54][CH:49]3[CH2:50][CH:51]([CH2:55][CH:47]1[CH2:48]3)[CH2:52]2. The catalyst is ClCCl.CN(C=O)C.O. The product is [CH:47]12[CH2:55][CH:51]3[CH2:50][CH:49]([CH2:54][CH:53]([CH2:52]3)[CH:46]1[NH:45][C:12]([C:5]1[CH:4]=[N:3][N:2]([CH3:1])[C:6]=1[N:7]1[CH:11]=[CH:10][CH:9]=[N:8]1)=[O:14])[CH2:48]2. The yield is 0.770. (5) The reactants are [NH2:1][C:2]1[N:10]=[C:9]2[C:5]([NH:6][CH:7]=[N:8]2)=[C:4](Cl)[N:3]=1.[Cl:12][C:13]1[CH:14]=[C:15]([CH:18]=[CH:19][CH:20]=1)[CH2:16][NH2:17].C(N(CC)CC)C. The product is [NH2:1][C:2]1[N:10]=[C:9]2[C:5]([NH:6][CH:7]=[N:8]2)=[C:4]([NH:17][CH2:16][C:15]2[CH:18]=[CH:19][CH:20]=[C:13]([Cl:12])[CH:14]=2)[N:3]=1. The yield is 0.950. The catalyst is C(O)CCC.